Dataset: Forward reaction prediction with 1.9M reactions from USPTO patents (1976-2016). Task: Predict the product of the given reaction. (1) Given the reactants [NH2:1][C:2]1[N:7]=[C:6]([C:8]([C:10]2[C:15]([N:16](COC)[S:17]([C:20]3[CH:25]=[CH:24][C:23]([C:26]([CH3:29])([CH3:28])[CH3:27])=[CH:22][CH:21]=3)(=[O:19])=[O:18])=[CH:14][C:13]([Cl:33])=[CH:12][N:11]=2)=[O:9])[CH:5]=[CH:4][CH:3]=1.O, predict the reaction product. The product is: [NH2:1][C:2]1[N:7]=[C:6]([C:8]([C:10]2[C:15]([NH:16][S:17]([C:20]3[CH:21]=[CH:22][C:23]([C:26]([CH3:28])([CH3:27])[CH3:29])=[CH:24][CH:25]=3)(=[O:18])=[O:19])=[CH:14][C:13]([Cl:33])=[CH:12][N:11]=2)=[O:9])[CH:5]=[CH:4][CH:3]=1. (2) Given the reactants [OH-].[Na+].C([O:5][C:6]([C:8]1([C:11]2[N:12]=[N:13][C:14]([C:17]3[CH:22]=[CH:21][C:20]([CH:23]([N:25]4[CH2:30][CH2:29][C:28]([CH2:37][C:38]([OH:41])([CH3:40])[CH3:39])([C:31]5[CH:36]=[CH:35][CH:34]=[CH:33][CH:32]=5)[O:27][C:26]4=[O:42])[CH3:24])=[CH:19][CH:18]=3)=[CH:15][CH:16]=2)[CH2:10][CH2:9]1)=[O:7])C.Cl, predict the reaction product. The product is: [OH:41][C:38]([CH3:39])([CH3:40])[CH2:37][C@@:28]1([C:31]2[CH:32]=[CH:33][CH:34]=[CH:35][CH:36]=2)[O:27][C:26](=[O:42])[N:25]([C@H:23]([C:20]2[CH:19]=[CH:18][C:17]([C:14]3[N:13]=[N:12][C:11]([C:8]4([C:6]([OH:7])=[O:5])[CH2:10][CH2:9]4)=[CH:16][CH:15]=3)=[CH:22][CH:21]=2)[CH3:24])[CH2:30][CH2:29]1. (3) Given the reactants P(Cl)(Cl)([Cl:3])=O.O[C:7]1[C:16]2[C:11](=[CH:12][CH:13]=[CH:14][CH:15]=2)[N:10]=[C:9]([C:17]([O:19][CH2:20][CH3:21])=[O:18])[CH:8]=1, predict the reaction product. The product is: [Cl:3][C:7]1[C:16]2[C:11](=[CH:12][CH:13]=[CH:14][CH:15]=2)[N:10]=[C:9]([C:17]([O:19][CH2:20][CH3:21])=[O:18])[CH:8]=1. (4) Given the reactants [F:1][C:2]1[CH:7]=[CH:6][CH:5]=[CH:4][C:3]=1[C:8]1[N:9]=[N:10][C:11]2[C@@:12]3([CH2:21]OS(C(F)(F)F)(=O)=O)[C:18]([CH3:20])([CH3:19])[C@@H:15]([C:16]=2[CH:17]=1)[CH2:14][CH2:13]3.[C-:30]#[N:31].[Na+], predict the reaction product. The product is: [F:1][C:2]1[CH:7]=[CH:6][CH:5]=[CH:4][C:3]=1[C:8]1[N:9]=[N:10][C:11]2[C@@:12]3([CH2:21][C:30]#[N:31])[C:18]([CH3:20])([CH3:19])[C@@H:15]([C:16]=2[CH:17]=1)[CH2:14][CH2:13]3. (5) Given the reactants FC(F)(F)S(O[C:7]1[N:8]=[C:9]([CH3:21])[C:10]2[C:15]([CH:16]=1)=[CH:14][C:13]([O:17][CH3:18])=[C:12]([O:19][CH3:20])[CH:11]=2)(=O)=O.[CH3:24][O:25][C:26]1[CH:31]=[CH:30][C:29](B(O)O)=[CH:28][CH:27]=1.C([O-])([O-])=O.[Na+].[Na+].CCOC(C)=O, predict the reaction product. The product is: [CH3:18][O:17][C:13]1[CH:14]=[C:15]2[C:10](=[CH:11][C:12]=1[O:19][CH3:20])[C:9]([CH3:21])=[N:8][C:7]([C:29]1[CH:30]=[CH:31][C:26]([O:25][CH3:24])=[CH:27][CH:28]=1)=[CH:16]2. (6) The product is: [CH2:1]([N:3]1[CH2:8][CH2:7][N:6](/[C:9](=[CH:14]\[CH:13]=[CH2:18])/[CH:10]=[N:11]/[CH2:12][NH2:15])[CH2:5][CH2:4]1)[CH3:2]. Given the reactants [CH2:1]([N:3]1[CH2:8][CH2:7][N:6]([C:9]2[CH:10]=[N:11][C:12]([N+:15]([O-])=O)=[CH:13][CH:14]=2)[CH2:5][CH2:4]1)[CH3:2].[CH2:18](O)C, predict the reaction product.